Dataset: NCI-60 drug combinations with 297,098 pairs across 59 cell lines. Task: Regression. Given two drug SMILES strings and cell line genomic features, predict the synergy score measuring deviation from expected non-interaction effect. (1) Drug 1: C1CC(=O)NC(=O)C1N2CC3=C(C2=O)C=CC=C3N. Drug 2: CC1=C(C(=O)C2=C(C1=O)N3CC4C(C3(C2COC(=O)N)OC)N4)N. Cell line: UO-31. Synergy scores: CSS=1.94, Synergy_ZIP=-2.17, Synergy_Bliss=0.459, Synergy_Loewe=-9.74, Synergy_HSA=-0.0395. (2) Drug 1: CCCS(=O)(=O)NC1=C(C(=C(C=C1)F)C(=O)C2=CNC3=C2C=C(C=N3)C4=CC=C(C=C4)Cl)F. Drug 2: C1=CC(=CC=C1CCC2=CNC3=C2C(=O)NC(=N3)N)C(=O)NC(CCC(=O)O)C(=O)O. Cell line: ACHN. Synergy scores: CSS=33.8, Synergy_ZIP=-0.623, Synergy_Bliss=0.337, Synergy_Loewe=-1.17, Synergy_HSA=2.40. (3) Drug 1: C1CC(=O)NC(=O)C1N2CC3=C(C2=O)C=CC=C3N. Drug 2: C1=NC2=C(N=C(N=C2N1C3C(C(C(O3)CO)O)F)Cl)N. Cell line: A549. Synergy scores: CSS=27.5, Synergy_ZIP=-1.81, Synergy_Bliss=-2.05, Synergy_Loewe=-0.888, Synergy_HSA=-0.383. (4) Drug 1: CS(=O)(=O)C1=CC(=C(C=C1)C(=O)NC2=CC(=C(C=C2)Cl)C3=CC=CC=N3)Cl. Drug 2: COCCOC1=C(C=C2C(=C1)C(=NC=N2)NC3=CC=CC(=C3)C#C)OCCOC.Cl. Cell line: COLO 205. Synergy scores: CSS=-0.0490, Synergy_ZIP=2.04, Synergy_Bliss=5.35, Synergy_Loewe=-2.23, Synergy_HSA=-1.23. (5) Drug 1: CC(C1=C(C=CC(=C1Cl)F)Cl)OC2=C(N=CC(=C2)C3=CN(N=C3)C4CCNCC4)N. Drug 2: CCCCC(=O)OCC(=O)C1(CC(C2=C(C1)C(=C3C(=C2O)C(=O)C4=C(C3=O)C=CC=C4OC)O)OC5CC(C(C(O5)C)O)NC(=O)C(F)(F)F)O. Cell line: SK-MEL-28. Synergy scores: CSS=1.69, Synergy_ZIP=2.47, Synergy_Bliss=3.74, Synergy_Loewe=-1.19, Synergy_HSA=-1.16. (6) Drug 1: CCN(CC)CCNC(=O)C1=C(NC(=C1C)C=C2C3=C(C=CC(=C3)F)NC2=O)C. Drug 2: C1=CN(C=N1)CC(O)(P(=O)(O)O)P(=O)(O)O. Cell line: SK-MEL-28. Synergy scores: CSS=4.92, Synergy_ZIP=-1.43, Synergy_Bliss=-0.900, Synergy_Loewe=-1.71, Synergy_HSA=-1.42.